Predict which catalyst facilitates the given reaction. From a dataset of Catalyst prediction with 721,799 reactions and 888 catalyst types from USPTO. (1) Reactant: [CH:1]12[O:8][CH:5]([CH2:6][CH2:7]1)[CH2:4][N:3]([C:9]1[CH:14]=[CH:13][N:12]=[C:11]3[N:15]([CH3:20])[CH:16]=[C:17]([CH:18]=O)[C:10]=13)[CH2:2]2.[CH3:21][NH:22][C:23]([NH:25][C:26]1[CH:27]=[CH:28][C:29]2[O:33][CH2:32][C:31](=[O:34])[C:30]=2[CH:35]=1)=[O:24]. Product: [CH:1]12[O:8][CH:5]([CH2:6][CH2:7]1)[CH2:4][N:3]([C:9]1[CH:14]=[CH:13][N:12]=[C:11]3[N:15]([CH3:20])[CH:16]=[C:17](/[CH:18]=[C:32]4\[O:33][C:29]5[CH:28]=[CH:27][C:26]([NH:25][C:23]([NH:22][CH3:21])=[O:24])=[CH:35][C:30]=5[C:31]\4=[O:34])[C:10]=13)[CH2:2]2. The catalyst class is: 422. (2) Reactant: [H-].[Al+3].[Li+].[H-].[H-].[H-].[F:7][C:8]([F:25])([F:24])[CH2:9][NH:10][C:11]1[S:12][CH:13]=[C:14]([C:16]2[CH:23]=[CH:22][C:19]([C:20]#[N:21])=[CH:18][CH:17]=2)[N:15]=1. Product: [F:25][C:8]([F:7])([F:24])[CH2:9][NH:10][C:11]1[S:12][CH:13]=[C:14]([C:16]2[CH:17]=[CH:18][C:19]([CH2:20][NH2:21])=[CH:22][CH:23]=2)[N:15]=1. The catalyst class is: 1.